From a dataset of Forward reaction prediction with 1.9M reactions from USPTO patents (1976-2016). Predict the product of the given reaction. (1) The product is: [Br:7][C:8]1[CH:9]=[C:10]([CH:13]2[O:17][CH2:16][CH2:15][O:14]2)[S:11][CH:12]=1. Given the reactants C1C=CC=CC=1.[Br:7][C:8]1[CH:9]=[C:10]([CH:13]=[O:14])[S:11][CH:12]=1.[CH2:15](O)[CH2:16][OH:17].O.C1(C)C=CC(S(O)(=O)=O)=CC=1, predict the reaction product. (2) The product is: [Cl:32][C:24]1[CH:25]=[C:26]([O:30][CH3:31])[C:27]([CH3:29])=[CH:28][C:23]=1[C:19]1[N:15]2[N:16]=[C:11]([C:5]3[CH:6]=[CH:7][C:8]([O:9][CH3:10])=[C:3]([O:2][CH3:1])[CH:4]=3)[CH:12]=[CH:13][C:14]2=[N:17][C:20]=1[CH3:21]. Given the reactants [CH3:1][O:2][C:3]1[CH:4]=[C:5]([C:11]2[N:16]=[N:15][C:14]([NH2:17])=[CH:13][CH:12]=2)[CH:6]=[CH:7][C:8]=1[O:9][CH3:10].Cl[CH:19]([C:23]1[CH:28]=[C:27]([CH3:29])[C:26]([O:30][CH3:31])=[CH:25][C:24]=1[Cl:32])[C:20](=O)[CH3:21].CCN(CC)CC, predict the reaction product. (3) Given the reactants [O:1]=[C:2]1[C:10]2([C:22]3[C:13](=[CH:14][C:15]4[O:20][CH2:19][CH2:18][O:17][C:16]=4[CH:21]=3)[O:12][CH2:11]2)[C:9]2[C:4](=[CH:5][CH:6]=[CH:7][CH:8]=2)[N:3]1[CH2:23][C:24]([O:26]CC)=[O:25].O=C1C2(COC3C=C4C(=CC2=3)CCO4)C2C(=CC=CC=2)N1CC1C=CC=CC=1C(OC)=O, predict the reaction product. The product is: [O:1]=[C:2]1[C:10]2([C:22]3[C:13](=[CH:14][C:15]4[O:20][CH2:19][CH2:18][O:17][C:16]=4[CH:21]=3)[O:12][CH2:11]2)[C:9]2[C:4](=[CH:5][CH:6]=[CH:7][CH:8]=2)[N:3]1[CH2:23][C:24]([OH:26])=[O:25]. (4) Given the reactants [F:1][C:2]1[CH:7]=[CH:6][C:5]([C:8]2[S:12][CH:11]([C:13]3[CH:23]=[CH:22][CH:21]=[CH:20][C:14]=3[O:15][CH2:16][C:17](O)=[O:18])[N:10]([C:24](=[O:34])[C:25]3[C:30]([F:31])=[CH:29][C:28]([F:32])=[CH:27][C:26]=3[F:33])[N:9]=2)=[CH:4][CH:3]=1.CCN(C(C)C)C(C)C.CN(C(ON1N=NC2C=CC=NC1=2)=[N+](C)C)C.F[P-](F)(F)(F)(F)F.[CH3:68][C:69]1[O:73][N:72]=[C:71]([NH2:74])[CH:70]=1, predict the reaction product. The product is: [F:1][C:2]1[CH:7]=[CH:6][C:5]([C:8]2[S:12][CH:11]([C:13]3[CH:23]=[CH:22][CH:21]=[CH:20][C:14]=3[O:15][CH2:16][C:17]([NH:74][C:71]3[CH:70]=[C:69]([CH3:68])[O:73][N:72]=3)=[O:18])[N:10]([C:24](=[O:34])[C:25]3[C:30]([F:31])=[CH:29][C:28]([F:32])=[CH:27][C:26]=3[F:33])[N:9]=2)=[CH:4][CH:3]=1. (5) The product is: [CH2:11]([C:10]1[N:14]=[CH:1][C:3]2[C:4](=[CH:5][CH:6]=[CH:7][CH:8]=2)[N:9]=1)[CH3:12]. Given the reactants [CH:1]([C:3]1[CH:8]=[CH:7][CH:6]=[CH:5][C:4]=1[NH:9][C:10](=O)[CH2:11][CH3:12])=O.[NH3:14].CO, predict the reaction product. (6) Given the reactants [NH:1]1[C:5]([C@@H:6]([NH:10]C(=O)OC(C)(C)C)[CH2:7][C:8]#[CH:9])=[N:4][CH:3]=[N:2]1.CO.[ClH:20], predict the reaction product. The product is: [ClH:20].[NH:1]1[C:5]([C@@H:6]([NH2:10])[CH2:7][C:8]#[CH:9])=[N:4][CH:3]=[N:2]1.